From a dataset of Forward reaction prediction with 1.9M reactions from USPTO patents (1976-2016). Predict the product of the given reaction. (1) Given the reactants Br[C:2]1[CH:3]=[C:4]([NH:15][CH2:16][C:17]2[C:22]([CH3:23])=[CH:21][CH:20]=[CH:19][C:18]=2[CH3:24])[C:5]2[N:9]=[C:8]([CH2:10][O:11][CH3:12])[N:7]([CH3:13])[C:6]=2[CH:14]=1.C(N([CH2:30][CH3:31])CC)C.C1(P(C2C=CC=CC=2)C2C=CC=CC=2)C=CC=CC=1.[C]=[O:52].[CH2:53]([OH:55])C, predict the reaction product. The product is: [CH3:24][C:18]1[CH:19]=[CH:20][CH:21]=[C:22]([CH3:23])[C:17]=1[CH2:16][NH:15][C:4]1[C:5]2[N:9]=[C:8]([CH2:10][O:11][CH3:12])[N:7]([CH3:13])[C:6]=2[CH:14]=[C:2]([C:53]([O:55][CH2:30][CH3:31])=[O:52])[CH:3]=1. (2) The product is: [CH3:21][C:22]1[CH:29]=[CH:28][CH:27]=[CH:26][C:23]=1[CH2:24][N:4]1[CH2:5][CH2:6][CH2:7][N:1]([C:8]2[CH:9]=[CH:10][C:11]3[N:12]([C:14]([C:17]([F:18])([F:19])[F:20])=[N:15][N:16]=3)[N:13]=2)[CH2:2][CH2:3]1. Given the reactants [N:1]1([C:8]2[CH:9]=[CH:10][C:11]3[N:12]([C:14]([C:17]([F:20])([F:19])[F:18])=[N:15][N:16]=3)[N:13]=2)[CH2:7][CH2:6][CH2:5][NH:4][CH2:3][CH2:2]1.[CH3:21][C:22]1[CH:29]=[CH:28][CH:27]=[CH:26][C:23]=1[CH:24]=O, predict the reaction product.